From a dataset of NCI-60 drug combinations with 297,098 pairs across 59 cell lines. Regression. Given two drug SMILES strings and cell line genomic features, predict the synergy score measuring deviation from expected non-interaction effect. (1) Drug 1: C(=O)(N)NO. Drug 2: C1=NNC2=C1C(=O)NC=N2. Cell line: KM12. Synergy scores: CSS=6.37, Synergy_ZIP=-2.86, Synergy_Bliss=-0.528, Synergy_Loewe=0.0100, Synergy_HSA=1.34. (2) Drug 1: CC1CCC2CC(C(=CC=CC=CC(CC(C(=O)C(C(C(=CC(C(=O)CC(OC(=O)C3CCCCN3C(=O)C(=O)C1(O2)O)C(C)CC4CCC(C(C4)OC)O)C)C)O)OC)C)C)C)OC. Drug 2: B(C(CC(C)C)NC(=O)C(CC1=CC=CC=C1)NC(=O)C2=NC=CN=C2)(O)O. Cell line: SN12C. Synergy scores: CSS=36.7, Synergy_ZIP=0.529, Synergy_Bliss=1.15, Synergy_Loewe=-21.3, Synergy_HSA=2.53. (3) Drug 1: CCC1=CC2CC(C3=C(CN(C2)C1)C4=CC=CC=C4N3)(C5=C(C=C6C(=C5)C78CCN9C7C(C=CC9)(C(C(C8N6C)(C(=O)OC)O)OC(=O)C)CC)OC)C(=O)OC.C(C(C(=O)O)O)(C(=O)O)O. Drug 2: C1CNP(=O)(OC1)N(CCCl)CCCl. Cell line: NCIH23. Synergy scores: CSS=38.2, Synergy_ZIP=2.96, Synergy_Bliss=7.38, Synergy_Loewe=-44.9, Synergy_HSA=5.58. (4) Drug 1: C1=CC(=CC=C1C#N)C(C2=CC=C(C=C2)C#N)N3C=NC=N3. Drug 2: C1=CC=C(C(=C1)C(C2=CC=C(C=C2)Cl)C(Cl)Cl)Cl. Cell line: PC-3. Synergy scores: CSS=2.15, Synergy_ZIP=-1.21, Synergy_Bliss=0.169, Synergy_Loewe=-1.80, Synergy_HSA=-1.59. (5) Drug 1: C1=NC2=C(N1)C(=S)N=C(N2)N. Drug 2: CC1C(C(CC(O1)OC2CC(CC3=C2C(=C4C(=C3O)C(=O)C5=CC=CC=C5C4=O)O)(C(=O)C)O)N)O. Cell line: U251. Synergy scores: CSS=43.0, Synergy_ZIP=-9.59, Synergy_Bliss=-12.3, Synergy_Loewe=-8.12, Synergy_HSA=-6.26.